This data is from Reaction yield outcomes from USPTO patents with 853,638 reactions. The task is: Predict the reaction yield, written as a fraction of the theoretical maximum amount of product (1.0 means a 100% yield; for example, 0.34 means a 34% yield). (1) The reactants are [C:1]1([C:7]2[CH:16]=[C:15]([C:17](O)=[O:18])[C:14]3[C:9](=[CH:10][CH:11]=[CH:12][CH:13]=3)[N:8]=2)[CH:6]=[CH:5][CH:4]=[CH:3][CH:2]=1.C(N=C=NC(C)C)(C)C.C1C=CC2N(O)N=NC=2C=1.[NH2:39][C@H:40]([CH2:44][OH:45])[C@@H:41]([CH3:43])[OH:42]. The catalyst is CN(C=O)C. The product is [OH:45][CH2:44][C@H:40]([NH:39][C:17]([C:15]1[C:14]2[C:9](=[CH:10][CH:11]=[CH:12][CH:13]=2)[N:8]=[C:7]([C:1]2[CH:6]=[CH:5][CH:4]=[CH:3][CH:2]=2)[CH:16]=1)=[O:18])[C@H:41]([OH:42])[CH3:43]. The yield is 0.630. (2) The reactants are [CH:1]12[O:8][CH:5]([CH2:6][CH2:7]1)[CH2:4][N:3]([C:9]1[S:10][CH:11]=[C:12]([CH2:14][OH:15])[N:13]=1)[CH2:2]2.[CH3:16][C:17]([Si:20](Cl)([CH3:22])[CH3:21])([CH3:19])[CH3:18].N1C=CN=C1.CCO. The catalyst is CN(C=O)C. The product is [Si:20]([O:15][CH2:14][C:12]1[N:13]=[C:9]([N:3]2[CH2:2][CH:1]3[O:8][CH:5]([CH2:6][CH2:7]3)[CH2:4]2)[S:10][CH:11]=1)([C:17]([CH3:19])([CH3:18])[CH3:16])([CH3:22])[CH3:21]. The yield is 0.950. (3) The reactants are [F:1][C:2]1[CH:3]=[CH:4][CH:5]=[C:6]2[C:10]=1[NH:9][CH:8]=[C:7]2[CH:11]=[O:12].N1C2C(=CC=CC=2)C=[C:14]1C(OCC)=O. No catalyst specified. The product is [F:1][C:2]1[CH:3]=[CH:4][CH:5]=[C:6]2[C:10]=1[N:9]([CH3:14])[CH:8]=[C:7]2[CH:11]=[O:12]. The yield is 0.430. (4) The catalyst is C(COC)OC. The product is [Br:12][C:13]1[CH:14]=[CH:15][C:16](=[O:19])[N:17]([CH2:27][CH:28]2[CH2:31][CH2:30][CH2:29]2)[CH:18]=1. The yield is 0.790. The reactants are CC(C)([O-])C.[K+].O1CCCC1.[Br:12][C:13]1[CH:14]=[CH:15][C:16](=[O:19])[NH:17][CH:18]=1.C(=O)([O-])[O-].[K+].[K+].Br[CH2:27][CH:28]1[CH2:31][CH2:30][CH2:29]1.